This data is from Peptide-MHC class II binding affinity with 134,281 pairs from IEDB. The task is: Regression. Given a peptide amino acid sequence and an MHC pseudo amino acid sequence, predict their binding affinity value. This is MHC class II binding data. (1) The peptide sequence is KILTYPWDRIEEVTR. The MHC is HLA-DQA10201-DQB10301 with pseudo-sequence HLA-DQA10201-DQB10301. The binding affinity (normalized) is 0.473. (2) The binding affinity (normalized) is 1.00. The MHC is DRB1_0101 with pseudo-sequence DRB1_0101. The peptide sequence is MLVLTHGLASVVVHT.